Dataset: Full USPTO retrosynthesis dataset with 1.9M reactions from patents (1976-2016). Task: Predict the reactants needed to synthesize the given product. (1) Given the product [OH:18][NH:17][C:13]([C:11]1[CH:10]=[CH:9][C:5]2[CH2:6][NH:7][CH2:8][C@@H:2]([CH3:1])[O:3][C:4]=2[CH:12]=1)=[O:15], predict the reactants needed to synthesize it. The reactants are: [CH3:1][C@@H:2]1[CH2:8][NH:7][CH2:6][C:5]2[CH:9]=[CH:10][C:11]([C:13]([O:15]C)=O)=[CH:12][C:4]=2[O:3]1.[NH2:17][OH:18].[OH-].[Na+]. (2) Given the product [CH3:1][O:2][C:3]1[N:8]2[N:9]=[C:10]([C:12]([F:14])([F:13])[F:15])[CH:11]=[C:7]2[C:6]([CH2:16][CH2:17][C:18]2[CH:19]=[CH:20][N:21]=[CH:22][CH:23]=2)=[CH:5][CH:4]=1, predict the reactants needed to synthesize it. The reactants are: [CH3:1][O:2][C:3]1[N:8]2[N:9]=[C:10]([C:12]([F:15])([F:14])[F:13])[CH:11]=[C:7]2[C:6]([CH:16]=[CH:17][C:18]2[CH:23]=[CH:22][N:21]=[CH:20][CH:19]=2)=[CH:5][CH:4]=1. (3) Given the product [CH3:19][CH:18]([CH3:20])[CH2:17][C:16]([NH:15][C:2]1[CH:3]=[CH:4][C:5]2[O:6][C:7]3[CH2:14][CH2:13][CH2:12][CH2:11][CH2:10][C:8]=3[C:9]=2[CH:1]=1)=[O:21], predict the reactants needed to synthesize it. The reactants are: [CH:1]1[C:9]2[C:8]3[CH2:10][CH2:11][CH2:12][CH2:13][CH2:14][C:7]=3[O:6][C:5]=2[CH:4]=[CH:3][C:2]=1[NH2:15].[C:16](Cl)(=[O:21])[CH2:17][CH:18]([CH3:20])[CH3:19]. (4) Given the product [C:7]1([C:5]2[CH:4]=[CH:3][NH:2][N:15]=2)[CH:12]=[CH:11][CH:10]=[CH:9][CH:8]=1, predict the reactants needed to synthesize it. The reactants are: C[N:2](C)/[CH:3]=[CH:4]/[C:5]([C:7]1[CH:12]=[CH:11][CH:10]=[CH:9][CH:8]=1)=O.O.[NH2:15]N. (5) Given the product [Cl:1][C:2]1[CH:10]=[C:9]2[C:5]([C:6]([CH2:18][C:19]3[CH:24]=[CH:23][CH:22]=[C:21]([Cl:25])[CH:20]=3)([CH:12]3[CH2:17][CH2:16][CH2:15][N:14]([C:38]([N:33]4[CH2:37][CH2:36][CH2:35][CH2:34]4)=[O:39])[CH2:13]3)[C:7](=[O:11])[NH:8]2)=[CH:4][CH:3]=1, predict the reactants needed to synthesize it. The reactants are: [Cl:1][C:2]1[CH:10]=[C:9]2[C:5]([C:6]([CH2:18][C:19]3[CH:24]=[CH:23][CH:22]=[C:21]([Cl:25])[CH:20]=3)([CH:12]3[CH2:17][CH2:16][CH2:15][NH:14][CH2:13]3)[C:7](=[O:11])[NH:8]2)=[CH:4][CH:3]=1.C(N(CC)CC)C.[N:33]1([C:38](Cl)=[O:39])[CH2:37][CH2:36][CH2:35][CH2:34]1. (6) Given the product [CH3:13][C:14]1[CH:19]=[C:18]([C:2]2[CH:3]=[C:4]3[C:8](=[CH:9][CH:10]=2)[NH:7][C:6]([CH2:11][OH:12])=[CH:5]3)[CH:17]=[CH:16][CH:15]=1, predict the reactants needed to synthesize it. The reactants are: Br[C:2]1[CH:3]=[C:4]2[C:8](=[CH:9][CH:10]=1)[NH:7][C:6]([CH2:11][OH:12])=[CH:5]2.[CH3:13][C:14]1[CH:15]=[C:16](B(O)O)[CH:17]=[CH:18][CH:19]=1.C(=O)([O-])[O-].[K+].[K+].BrC1C=C2C(=CC=1)N(CC1C=CC(C(C)(C)C)=CC=1)C=C2. (7) Given the product [CH:28]1([NH:27][C:25](=[O:26])[C:24]2[CH:31]=[CH:32][C:33]([CH3:34])=[C:22]([N:18]3[CH:19]=[CH:20][N:21]=[C:16]([NH:15][C:12]4([C:6]5[CH:7]=[C:8]([F:11])[CH:9]=[CH:10][C:5]=5[O:4][CH2:3][CH2:2][NH:37][CH3:36])[CH2:14][CH2:13]4)[C:17]3=[O:35])[CH:23]=2)[CH2:30][CH2:29]1, predict the reactants needed to synthesize it. The reactants are: Cl[CH2:2][CH2:3][O:4][C:5]1[CH:10]=[CH:9][C:8]([F:11])=[CH:7][C:6]=1[C:12]1([NH:15][C:16]2[C:17](=[O:35])[N:18]([C:22]3[CH:23]=[C:24]([CH:31]=[CH:32][C:33]=3[CH3:34])[C:25]([NH:27][CH:28]3[CH2:30][CH2:29]3)=[O:26])[CH:19]=[CH:20][N:21]=2)[CH2:14][CH2:13]1.[CH3:36][NH2:37].